This data is from Peptide-MHC class II binding affinity with 134,281 pairs from IEDB. The task is: Regression. Given a peptide amino acid sequence and an MHC pseudo amino acid sequence, predict their binding affinity value. This is MHC class II binding data. (1) The peptide sequence is NDNYTEIKGQLVFIG. The MHC is DRB1_0401 with pseudo-sequence DRB1_0401. The binding affinity (normalized) is 0.559. (2) The peptide sequence is VAISRYLGKQFGLSG. The MHC is DRB1_0802 with pseudo-sequence DRB1_0802. The binding affinity (normalized) is 0.853. (3) The peptide sequence is YGRILHYLKAKEYSH. The MHC is DRB1_1101 with pseudo-sequence DRB1_1101. The binding affinity (normalized) is 0.381. (4) The peptide sequence is GAQLGELYYAIYKAS. The MHC is DRB1_1101 with pseudo-sequence DRB1_1101. The binding affinity (normalized) is 0.577. (5) The peptide sequence is DRPFQLFEFYAREPDV. The MHC is HLA-DQA10401-DQB10402 with pseudo-sequence HLA-DQA10401-DQB10402. The binding affinity (normalized) is 0.402.